Dataset: NCI-60 drug combinations with 297,098 pairs across 59 cell lines. Task: Regression. Given two drug SMILES strings and cell line genomic features, predict the synergy score measuring deviation from expected non-interaction effect. (1) Drug 1: COC1=C(C=C2C(=C1)N=CN=C2NC3=CC(=C(C=C3)F)Cl)OCCCN4CCOCC4. Drug 2: CC1=C2C(C(=O)C3(C(CC4C(C3C(C(C2(C)C)(CC1OC(=O)C(C(C5=CC=CC=C5)NC(=O)OC(C)(C)C)O)O)OC(=O)C6=CC=CC=C6)(CO4)OC(=O)C)O)C)O. Cell line: HS 578T. Synergy scores: CSS=52.3, Synergy_ZIP=6.57, Synergy_Bliss=10.4, Synergy_Loewe=-15.3, Synergy_HSA=11.5. (2) Drug 1: C1=C(C(=O)NC(=O)N1)F. Drug 2: CC1=C(C(=CC=C1)Cl)NC(=O)C2=CN=C(S2)NC3=CC(=NC(=N3)C)N4CCN(CC4)CCO. Cell line: RXF 393. Synergy scores: CSS=32.4, Synergy_ZIP=-6.54, Synergy_Bliss=4.20, Synergy_Loewe=5.86, Synergy_HSA=8.72. (3) Drug 1: CC1=CC=C(C=C1)C2=CC(=NN2C3=CC=C(C=C3)S(=O)(=O)N)C(F)(F)F. Drug 2: C1CNP(=O)(OC1)N(CCCl)CCCl. Cell line: HCT-15. Synergy scores: CSS=1.41, Synergy_ZIP=4.35, Synergy_Bliss=2.57, Synergy_Loewe=1.50, Synergy_HSA=-1.51. (4) Drug 1: B(C(CC(C)C)NC(=O)C(CC1=CC=CC=C1)NC(=O)C2=NC=CN=C2)(O)O. Drug 2: N.N.Cl[Pt+2]Cl. Cell line: UACC62. Synergy scores: CSS=56.0, Synergy_ZIP=-0.406, Synergy_Bliss=-0.688, Synergy_Loewe=-4.33, Synergy_HSA=1.08.